From a dataset of NCI-60 drug combinations with 297,098 pairs across 59 cell lines. Regression. Given two drug SMILES strings and cell line genomic features, predict the synergy score measuring deviation from expected non-interaction effect. Drug 1: C1=NNC2=C1C(=O)NC=N2. Drug 2: CC1C(C(CC(O1)OC2CC(CC3=C2C(=C4C(=C3O)C(=O)C5=C(C4=O)C(=CC=C5)OC)O)(C(=O)CO)O)N)O.Cl. Cell line: BT-549. Synergy scores: CSS=51.2, Synergy_ZIP=-0.853, Synergy_Bliss=1.15, Synergy_Loewe=-23.5, Synergy_HSA=2.50.